Dataset: Reaction yield outcomes from USPTO patents with 853,638 reactions. Task: Predict the reaction yield, written as a fraction of the theoretical maximum amount of product (1.0 means a 100% yield; for example, 0.34 means a 34% yield). (1) The reactants are [NH2:1][C:2]([C:4]1[CH:16]=[CH:15][C:7]([C:8]([O:10][C:11]([CH3:14])([CH3:13])[CH3:12])=[O:9])=[CH:6][C:5]=1[N+:17]([O-])=O)=[O:3]. The catalyst is [Pd].C(OCC)(=O)C. The product is [NH2:17][C:5]1[CH:6]=[C:7]([CH:15]=[CH:16][C:4]=1[C:2]([NH2:1])=[O:3])[C:8]([O:10][C:11]([CH3:14])([CH3:13])[CH3:12])=[O:9]. The yield is 0.950. (2) The reactants are [C:1]([C:4]1[C:5]([CH3:17])=[C:6]2[C:11](=[C:12]([CH3:14])[CH:13]=1)S[CH2:9][CH2:8][CH:7]2[CH2:15][CH3:16])(=[O:3])[CH3:2].OO.[S:20]([O-:23])(O)=[O:21].[Na+]. The catalyst is C(O)(=O)C. The product is [C:1]([C:4]1[C:5]([CH3:17])=[C:6]2[C:11](=[C:12]([CH3:14])[CH:13]=1)[S:20](=[O:23])(=[O:21])[CH2:9][CH2:8][CH:7]2[CH2:15][CH3:16])(=[O:3])[CH3:2]. The yield is 0.550. (3) The reactants are [H-].[Na+].[OH:3][CH:4]1[C:9]([O:12][CH3:13])([O:10][CH3:11])[CH2:8][CH2:7][N:6]([C:14]([O:16][C:17]([CH3:20])([CH3:19])[CH3:18])=[O:15])[CH2:5]1.[CH2:21](Br)[C:22]1[CH:27]=[CH:26][CH:25]=[CH:24][CH:23]=1.Cl. The catalyst is CN(C=O)C. The product is [CH2:21]([O:3][CH:4]1[C:9]([O:10][CH3:11])([O:12][CH3:13])[CH2:8][CH2:7][N:6]([C:14]([O:16][C:17]([CH3:20])([CH3:19])[CH3:18])=[O:15])[CH2:5]1)[C:22]1[CH:27]=[CH:26][CH:25]=[CH:24][CH:23]=1. The yield is 0.950. (4) The reactants are [CH2:1]([O:8][C:9](=[O:30])[CH:10]([O:18][N:19]1C(=O)C2C(=CC=CC=2)C1=O)[CH2:11][C:12]1[CH:17]=[CH:16][CH:15]=[CH:14][CH:13]=1)[C:2]1[CH:7]=[CH:6][CH:5]=[CH:4][CH:3]=1.O.NN. The catalyst is CCO.CCOC(C)=O. The product is [CH2:1]([O:8][C:9](=[O:30])[CH:10]([O:18][NH2:19])[CH2:11][C:12]1[CH:17]=[CH:16][CH:15]=[CH:14][CH:13]=1)[C:2]1[CH:3]=[CH:4][CH:5]=[CH:6][CH:7]=1. The yield is 0.800. (5) The reactants are [CH2:1]([C:3]([F:33])([CH2:31][CH3:32])[CH2:4][N:5]1[CH2:10][CH2:9][CH:8]([CH2:11][O:12][C:13]2[CH:14]=[CH:15][C:16]([C:19]3[CH:29]=[CH:28][C:22]([C:23]([O:25]CC)=[O:24])=[C:21]([F:30])[CH:20]=3)=[N:17][CH:18]=2)[CH2:7][CH2:6]1)[CH3:2].O[Li].O. No catalyst specified. The yield is 0.800. The product is [CH2:1]([C:3]([F:33])([CH2:31][CH3:32])[CH2:4][N:5]1[CH2:10][CH2:9][CH:8]([CH2:11][O:12][C:13]2[CH:14]=[CH:15][C:16]([C:19]3[CH:29]=[CH:28][C:22]([C:23]([OH:25])=[O:24])=[C:21]([F:30])[CH:20]=3)=[N:17][CH:18]=2)[CH2:7][CH2:6]1)[CH3:2]. (6) The reactants are Cl[CH2:2][C:3]([C:5]1[CH:10]=[CH:9][N:8]=[C:7]2[N:11]([CH2:14][O:15][CH2:16][CH2:17][Si:18]([CH3:21])([CH3:20])[CH3:19])[CH:12]=[CH:13][C:6]=12)=O.C[N:23]([CH:25]=O)C.[C:27]([O-])(=O)[C:28]([CH3:31])(C)[CH3:29].[Cs+].C([O-])(=O)C.[NH4+:39]. The catalyst is O. The product is [C:28]([C:25]1[NH:23][C:3]([C:5]2[CH:10]=[CH:9][N:8]=[C:7]3[N:11]([CH2:14][O:15][CH2:16][CH2:17][Si:18]([CH3:21])([CH3:20])[CH3:19])[CH:12]=[CH:13][C:6]=23)=[CH:2][N:39]=1)([CH3:31])([CH3:29])[CH3:27]. The yield is 0.520. (7) The reactants are C([C@@H]1N(C(=O)C2C=CC(OC3C=CC=CC=3)=CC=2)C[C@H](CC(C)C)NC1=O)C(C)C.[CH2:31]([C@@H:35]1[NH:40][CH2:39][C@H:38]([CH2:41][CH:42]([CH3:44])[CH3:43])[NH:37][C:36]1=[O:45])[CH:32]([CH3:34])[CH3:33].[F:46][C:47]1[CH:52]=[CH:51][C:50]([C:53]#[C:54][C:55](O)=[O:56])=[CH:49][CH:48]=1. The yield is 0.700. No catalyst specified. The product is [F:46][C:47]1[CH:48]=[CH:49][C:50]([C:53]#[C:54][C:55]([N:40]2[CH2:39][C@H:38]([CH2:41][CH:42]([CH3:44])[CH3:43])[NH:37][C:36](=[O:45])[C@@H:35]2[CH2:31][CH:32]([CH3:34])[CH3:33])=[O:56])=[CH:51][CH:52]=1.